Predict the reaction yield, written as a fraction of the theoretical maximum amount of product (1.0 means a 100% yield; for example, 0.34 means a 34% yield). From a dataset of Reaction yield outcomes from USPTO patents with 853,638 reactions. The reactants are [NH2:1][C@@H:2]([CH2:18][C:19]1[CH:24]=[CH:23][CH:22]=[CH:21][CH:20]=1)[C@@H:3]([C@H:5]1[CH2:9][C@@H:8]([OH:10])[CH2:7][N:6]1[C:11]([O:13][C:14]([CH3:17])([CH3:16])[CH3:15])=[O:12])[OH:4].[CH3:25][C:26]1[N:27]=[C:28]([C@H:31]2[CH2:35][CH2:34][CH2:33][N:32]2[C:36]([C:38]2[CH:39]=[C:40]([CH:44]=[C:45]([C:47]3[O:48][CH:49]=[CH:50][N:51]=3)[CH:46]=2)[C:41](O)=[O:42])=[O:37])[S:29][CH:30]=1.CCN=C=NCCCN(C)C.C1C=CC2N(O)N=NC=2C=1. The catalyst is C(Cl)Cl.O.C(N(CC)CC)C. The product is [OH:10][C@H:8]1[CH2:7][N:6]([C:11]([O:13][C:14]([CH3:16])([CH3:17])[CH3:15])=[O:12])[C@@H:5]([C@@H:3]([OH:4])[C@@H:2]([NH:1][C:41](=[O:42])[C:40]2[CH:44]=[C:45]([C:47]3[O:48][CH:49]=[CH:50][N:51]=3)[CH:46]=[C:38]([C:36]([N:32]3[CH2:33][CH2:34][CH2:35][C@@H:31]3[C:28]3[S:29][CH:30]=[C:26]([CH3:25])[N:27]=3)=[O:37])[CH:39]=2)[CH2:18][C:19]2[CH:20]=[CH:21][CH:22]=[CH:23][CH:24]=2)[CH2:9]1. The yield is 0.660.